From a dataset of Full USPTO retrosynthesis dataset with 1.9M reactions from patents (1976-2016). Predict the reactants needed to synthesize the given product. (1) Given the product [CH2:1]([C@H:8]1[CH2:9][N:10]([C:14]2[CH:19]=[CH:18][C:17]([O:20][CH3:21])=[C:16]([O:22][CH:23]3[CH2:26][CH2:25][CH2:24]3)[CH:15]=2)[CH2:11][CH2:12][N:13]1[C:29](=[O:28])[CH2:30][C:31]1[O:35][N:34]=[C:33]([CH3:36])[N:32]=1)[C:2]1[CH:3]=[CH:4][CH:5]=[CH:6][CH:7]=1, predict the reactants needed to synthesize it. The reactants are: [CH2:1]([C@@H:8]1[NH:13][CH2:12][CH2:11][N:10]([C:14]2[CH:19]=[CH:18][C:17]([O:20][CH3:21])=[C:16]([O:22][CH:23]3[CH2:26][CH2:25][CH2:24]3)[CH:15]=2)[CH2:9]1)[C:2]1[CH:7]=[CH:6][CH:5]=[CH:4][CH:3]=1.C[O:28][C:29](=O)[CH2:30][C:31]1[O:35][N:34]=[C:33]([CH3:36])[N:32]=1. (2) Given the product [CH3:1][O:2][C:3](=[O:43])[C@@H:4]([NH:13][C:14]([C:16]1[N:17]=[C:18]([CH2:37][CH:38]2[CH2:42][CH2:41][CH2:40][CH2:39]2)[C:19]2[C:24]([CH:25]=1)=[CH:23][CH:22]=[C:21]([O:26][C:27]1[CH:32]=[CH:31][C:30]([C:33]([CH3:36])([CH3:35])[CH3:34])=[CH:29][CH:28]=1)[CH:20]=2)=[O:15])[CH2:5][C:6]1[S:7][C:59]([CH:60]([OH:61])[CH2:62][OH:49])=[CH:9][CH:10]=1, predict the reactants needed to synthesize it. The reactants are: [CH3:1][O:2][C:3](=[O:43])[C@@H:4]([NH:13][C:14]([C:16]1[N:17]=[C:18]([CH2:37][CH:38]2[CH2:42][CH2:41][CH2:40][CH2:39]2)[C:19]2[C:24]([CH:25]=1)=[CH:23][CH:22]=[C:21]([O:26][C:27]1[CH:32]=[CH:31][C:30]([C:33]([CH3:36])([CH3:35])[CH3:34])=[CH:29][CH:28]=1)[CH:20]=2)=[O:15])[CH2:5][C:6]1[S:7]C(C=C)=[CH:9][CH:10]=1.O.C[N+]1([O-])CC[O:49]CC1.C(OCC)(=O)C.[CH3:59][C:60]([CH3:62])=[O:61]. (3) Given the product [CH2:35]([C@:29]1([OH:32])[C@H:26]2[O:27][CH2:28][C@@H:24]([O:23][C:21]3[NH:22][C:4]4[C:5]([N:20]=3)=[N:6][C:7]([C:8]3[CH:13]=[CH:12][C:11]([C:14]5[CH:15]=[CH:16][CH:17]=[CH:18][CH:19]=5)=[CH:10][CH:9]=3)=[C:2]([Cl:1])[CH:3]=4)[C@H:25]2[O:31][CH2:30]1)[CH:34]=[CH2:33], predict the reactants needed to synthesize it. The reactants are: [Cl:1][C:2]1[CH:3]=[C:4]2[NH:22][C:21]([O:23][C@@H:24]3[CH2:28][O:27][C@@H:26]4[C:29](=[O:32])[CH2:30][O:31][C@H:25]34)=[N:20][C:5]2=[N:6][C:7]=1[C:8]1[CH:13]=[CH:12][C:11]([C:14]2[CH:19]=[CH:18][CH:17]=[CH:16][CH:15]=2)=[CH:10][CH:9]=1.[CH2:33]([Mg]Br)[CH:34]=[CH2:35].CCOCC.